Dataset: Reaction yield outcomes from USPTO patents with 853,638 reactions. Task: Predict the reaction yield, written as a fraction of the theoretical maximum amount of product (1.0 means a 100% yield; for example, 0.34 means a 34% yield). (1) The reactants are [C:1]([O:5][C:6]([N:8]1[CH2:13][CH2:12][N:11]([CH2:14][C:15]2[N:20]=[C:19]3[N:21]=[C:22]([C:24]4[CH:29]=[CH:28][CH:27]=[C:26]([N+:30]([O-])=O)[CH:25]=4)[O:23][C:18]3=[CH:17][CH:16]=2)[CH2:10][CH2:9]1)=[O:7])([CH3:4])([CH3:3])[CH3:2].O.O.[SH-].[Na+]. The catalyst is CO. The product is [C:1]([O:5][C:6]([N:8]1[CH2:13][CH2:12][N:11]([CH2:14][C:15]2[N:20]=[C:19]3[N:21]=[C:22]([C:24]4[CH:29]=[CH:28][CH:27]=[C:26]([NH2:30])[CH:25]=4)[O:23][C:18]3=[CH:17][CH:16]=2)[CH2:10][CH2:9]1)=[O:7])([CH3:4])([CH3:2])[CH3:3]. The yield is 1.00. (2) The reactants are [Br:1][C:2]1[CH:7]=[C:6]([O:8][CH3:9])[C:5]([N+:10]([O-])=O)=[CH:4][C:3]=1[F:13].[Cl-].[NH4+].O. The catalyst is C(O)(C)C.[Fe]. The product is [Br:1][C:2]1[C:3]([F:13])=[CH:4][C:5]([NH2:10])=[C:6]([O:8][CH3:9])[CH:7]=1. The yield is 0.930. (3) The reactants are [Br:1][C:2]1[C:6]2=[N:7][CH:8]=[CH:9][CH:10]=[C:5]2[S:4][CH:3]=1.[CH2:11]1CCCCC1.CI. The catalyst is C1COCC1. The product is [Br:1][C:2]1[C:6]2=[N:7][CH:8]=[CH:9][CH:10]=[C:5]2[S:4][C:3]=1[CH3:11]. The yield is 0.860. (4) The reactants are [Cl:1][C:2]1[C:3]([C:12]2[CH:17]=[CH:16][C:15]([F:18])=[CH:14][CH:13]=2)=[CH:4][C:5]([N+:9]([O-])=O)=[C:6]([CH:8]=1)[NH2:7].Cl. The yield is 0.700. The catalyst is C(O)C.[Zn]. The product is [Cl:1][C:2]1[CH:8]=[C:6]([NH2:7])[C:5]([NH2:9])=[CH:4][C:3]=1[C:12]1[CH:13]=[CH:14][C:15]([F:18])=[CH:16][CH:17]=1.